From a dataset of Reaction yield outcomes from USPTO patents with 853,638 reactions. Predict the reaction yield, written as a fraction of the theoretical maximum amount of product (1.0 means a 100% yield; for example, 0.34 means a 34% yield). (1) The reactants are [F-].C([N+](CCCC)(CCCC)CCCC)CCC.[Si]([O:26][CH:27]1[CH2:30][N:29]([CH2:31][C@H:32]([O:43][C:44]2[N:49]=[CH:48][N:47]=[C:46]3[N:50]([C:53]4[C:58]([Cl:59])=[CH:57][CH:56]=[CH:55][N:54]=4)[N:51]=[CH:52][C:45]=23)[C:33]([NH:35][C:36]2[CH:41]=[CH:40][C:39]([CH3:42])=[CH:38][N:37]=2)=[O:34])[CH2:28]1)(C(C)(C)C)(C)C. The catalyst is C1COCC1. The product is [Cl:59][C:58]1[C:53]([N:50]2[C:46]3=[N:47][CH:48]=[N:49][C:44]([O:43][C@@H:32]([CH2:31][N:29]4[CH2:30][CH:27]([OH:26])[CH2:28]4)[C:33]([NH:35][C:36]4[CH:41]=[CH:40][C:39]([CH3:42])=[CH:38][N:37]=4)=[O:34])=[C:45]3[CH:52]=[N:51]2)=[N:54][CH:55]=[CH:56][CH:57]=1. The yield is 0.241. (2) The yield is 0.300. The reactants are Cl[C:2](Cl)([O:4]C(=O)OC(Cl)(Cl)Cl)Cl.[Cl:13][C:14]1[CH:19]=[C:18]([NH:20][CH2:21][CH3:22])[C:17]([CH2:23][NH:24][C:25]2[CH:30]=[C:29]([O:31][CH3:32])[CH:28]=[C:27]([O:33][CH3:34])[CH:26]=2)=[CH:16][N:15]=1.CCN(C(C)C)C(C)C. The catalyst is C1COCC1. The product is [Cl:13][C:14]1[N:15]=[CH:16][C:17]2[CH2:23][N:24]([C:25]3[CH:30]=[C:29]([O:31][CH3:32])[CH:28]=[C:27]([O:33][CH3:34])[CH:26]=3)[C:2](=[O:4])[N:20]([CH2:21][CH3:22])[C:18]=2[CH:19]=1. (3) The reactants are C1[O:5][CH:2]1[CH:3]=[CH2:4].[CH2:6]([NH2:9])[CH:7]=[CH2:8].[C:10](O[C:10]([O:12][C:13]([CH3:16])([CH3:15])[CH3:14])=[O:11])([O:12][C:13]([CH3:16])([CH3:15])[CH3:14])=[O:11]. The catalyst is O. The product is [C:13]([O:12][C:10](=[O:11])[N:9]([CH2:6][CH:7]=[CH2:8])[CH:2]([OH:5])[CH:3]=[CH2:4])([CH3:16])([CH3:15])[CH3:14]. The yield is 0.650. (4) The reactants are C(O)(C(F)(F)F)=O.[NH2:8][CH2:9][CH2:10][N:11]1[C:15](=[O:16])[CH:14]=[CH:13][C:12]1=[O:17].[C:18](O)(=[O:40])[CH2:19][CH2:20]/[CH:21]=[CH:22]\[CH2:23]/[CH:24]=[CH:25]\[CH2:26]/[CH:27]=[CH:28]\[CH2:29]/[CH:30]=[CH:31]\[CH2:32]/[CH:33]=[CH:34]\[CH2:35]/[CH:36]=[CH:37]\[CH2:38][CH3:39].CN(C(ON1N=NC2C=CC=NC1=2)=[N+](C)C)C.F[P-](F)(F)(F)(F)F.CCN(C(C)C)C(C)C. The catalyst is CC#N.CCOC(C)=O. The product is [O:17]=[C:12]1[CH:13]=[CH:14][C:15](=[O:16])[N:11]1[CH2:10][CH2:9][NH:8][C:18](=[O:40])[CH2:19][CH2:20]/[CH:21]=[CH:22]\[CH2:23]/[CH:24]=[CH:25]\[CH2:26]/[CH:27]=[CH:28]\[CH2:29]/[CH:30]=[CH:31]\[CH2:32]/[CH:33]=[CH:34]\[CH2:35]/[CH:36]=[CH:37]\[CH2:38][CH3:39]. The yield is 0.700. (5) The reactants are [O:1]=[C:2]1[C:6]2[CH:7]=[CH:8][C:9]([O:25][CH2:26][CH2:27][O:28][C:29]3[CH:34]=[CH:33][CH:32]=[CH:31][CH:30]=3)=[C:10]([CH2:11][N:12]3[CH2:17][CH2:16][N:15]([C:18]([O:20][C:21]([CH3:24])([CH3:23])[CH3:22])=[O:19])[CH2:14][CH2:13]3)[C:5]=2[O:4][CH2:3]1.[NH:35]1[C:43]2[C:38](=[CH:39][CH:40]=[CH:41][CH:42]=2)[C:37]([CH:44]=O)=[N:36]1.N1CCCCC1. The catalyst is CO. The product is [NH:35]1[C:43]2[C:38](=[CH:39][CH:40]=[CH:41][CH:42]=2)[C:37](/[CH:44]=[C:3]2\[O:4][C:5]3[C:10]([CH2:11][N:12]4[CH2:17][CH2:16][N:15]([C:18]([O:20][C:21]([CH3:24])([CH3:23])[CH3:22])=[O:19])[CH2:14][CH2:13]4)=[C:9]([O:25][CH2:26][CH2:27][O:28][C:29]4[CH:30]=[CH:31][CH:32]=[CH:33][CH:34]=4)[CH:8]=[CH:7][C:6]=3[C:2]\2=[O:1])=[N:36]1. The yield is 0.430.